Dataset: Full USPTO retrosynthesis dataset with 1.9M reactions from patents (1976-2016). Task: Predict the reactants needed to synthesize the given product. (1) Given the product [N:18]1[C:23]([CH:26]=[O:27])=[CH:24][N:7]2[CH2:6][CH2:5][CH2:4][CH2:3][CH2:2][C:1]=12, predict the reactants needed to synthesize it. The reactants are: [C:1]1(=S)[NH:7][CH2:6][CH2:5][CH2:4][CH2:3][CH2:2]1.CI.C(=O)([O-])[O-].[K+].[K+].[Cl-].[NH4+:18].C[O-].[Na+].Br[C:23](=[CH:26][O:27]C(C)C)[CH:24]=O. (2) The reactants are: [C:9](O[C:9]([O:11][C:12]([CH3:15])([CH3:14])[CH3:13])=[O:10])([O:11][C:12]([CH3:15])([CH3:14])[CH3:13])=[O:10].[NH2:16][C:17]1[CH:22]=[C:21]([Cl:23])[CH:20]=[CH:19][C:18]=1[OH:24]. Given the product [C:12]([O:11][C:9](=[O:10])[NH:16][C:17]1[CH:22]=[C:21]([Cl:23])[CH:20]=[CH:19][C:18]=1[OH:24])([CH3:13])([CH3:14])[CH3:15], predict the reactants needed to synthesize it. (3) Given the product [F:36][C:7]1[CH:8]=[C:9]2[C:14](=[C:5]([C:3]([OH:4])=[O:2])[CH:6]=1)[NH:13][CH:12]([C:15]1[CH:20]=[CH:19][CH:18]=[C:17]([N:21]3[CH2:22][CH2:23][N:24]([C:27]4[CH:32]=[CH:31][CH:30]=[CH:29][C:28]=4[CH3:33])[CH2:25][CH2:26]3)[CH:16]=1)[CH2:11][C:10]2([CH3:35])[CH3:34], predict the reactants needed to synthesize it. The reactants are: C[O:2][C:3]([C:5]1[CH:6]=[C:7]([F:36])[CH:8]=[C:9]2[C:14]=1[NH:13][CH:12]([C:15]1[CH:20]=[CH:19][CH:18]=[C:17]([N:21]3[CH2:26][CH2:25][N:24]([C:27]4[CH:32]=[CH:31][CH:30]=[CH:29][C:28]=4[CH3:33])[CH2:23][CH2:22]3)[CH:16]=1)[CH2:11][C:10]2([CH3:35])[CH3:34])=[O:4].Cl. (4) Given the product [Br:1][C:2]1[CH:3]=[CH:4][CH:5]=[C:6]([CH2:8][Br:30])[N:7]=1, predict the reactants needed to synthesize it. The reactants are: [Br:1][C:2]1[N:7]=[C:6]([CH2:8]O)[CH:5]=[CH:4][CH:3]=1.C1(P(C2C=CC=CC=2)C2C=CC=CC=2)C=CC=CC=1.C(Br)(Br)(Br)[Br:30]. (5) Given the product [CH:7]1([NH:10][C:11]([C:12]2[CH:17]=[CH:16][C:15]([CH3:18])=[C:14]([N:19]3[CH:24]=[CH:23][N:22]=[C:21]([N:25]4[CH2:29][CH2:28][CH2:27][CH:26]4[C:30]4[CH:35]=[CH:34][CH:33]=[CH:32][C:31]=4[O:36][CH2:40][CH2:41][N:42]([CH3:53])[C:43](=[O:52])[O:44][CH2:45][C:46]4[CH:51]=[CH:50][CH:49]=[CH:48][CH:47]=4)[C:20]3=[O:37])[CH:13]=2)=[O:38])[CH2:9][CH2:8]1, predict the reactants needed to synthesize it. The reactants are: C(=O)([O-])[O-].[Cs+].[Cs+].[CH:7]1([NH:10][C:11](=[O:38])[C:12]2[CH:17]=[CH:16][C:15]([CH3:18])=[C:14]([N:19]3[CH:24]=[CH:23][NH:22][CH:21]([N:25]4[CH2:29][CH2:28][CH2:27][CH:26]4[C:30]4[CH:35]=[CH:34][CH:33]=[CH:32][C:31]=4[OH:36])[C:20]3=[O:37])[CH:13]=2)[CH2:9][CH2:8]1.Cl[CH2:40][CH2:41][N:42]([CH3:53])[C:43](=[O:52])[O:44][CH2:45][C:46]1[CH:51]=[CH:50][CH:49]=[CH:48][CH:47]=1.C(Cl)Cl. (6) Given the product [CH3:14][O:13][C:7]1[CH:8]=[C:9]([O:11][CH3:12])[CH:10]=[C:2]2[C:3]=1[C:4](=[O:5])[NH:6][C:33]([C:26]1[CH:27]=[C:28]3[C:32](=[C:24]([C:21]4[CH:20]=[CH:19][C:18]([S:16]([CH3:15])=[O:17])=[CH:23][CH:22]=4)[CH:25]=1)[NH:31][CH:30]=[CH:29]3)=[N:1]2, predict the reactants needed to synthesize it. The reactants are: [NH2:1][C:2]1[CH:10]=[C:9]([O:11][CH3:12])[CH:8]=[C:7]([O:13][CH3:14])[C:3]=1[C:4]([NH2:6])=[O:5].[CH3:15][S:16]([C:18]1[CH:23]=[CH:22][C:21]([C:24]2[CH:25]=[C:26]([CH:33]=O)[CH:27]=[C:28]3[C:32]=2[NH:31][CH:30]=[CH:29]3)=[CH:20][CH:19]=1)=[O:17].OS([O-])=O.[Na+].O.C1(C)C=CC(S(O)(=O)=O)=CC=1. (7) Given the product [Br:1][C:2]1[CH:3]=[CH:4][CH:5]=[C:6]2[C:11]=1[N:10]=[C:9]([CH2:12][Br:20])[CH:8]=[CH:7]2, predict the reactants needed to synthesize it. The reactants are: [Br:1][C:2]1[CH:3]=[CH:4][CH:5]=[C:6]2[C:11]=1[N:10]=[C:9]([CH3:12])[CH:8]=[CH:7]2.C1C(=O)N([Br:20])C(=O)C1.CC(N=NC(C#N)(C)C)(C#N)C. (8) Given the product [O:37]1[CH2:38][CH:39]=[C:40]([C:2]2[N:7]=[CH:6][C:5]3[O:8][C:9]4[C:14]([C@@:15]5([CH2:19][O:18][C:17]([NH2:20])=[N:16]5)[C:4]=3[CH:3]=2)=[CH:13][C:12]([C:21]2[C:22]([F:28])=[N:23][CH:24]=[C:25]([CH3:27])[CH:26]=2)=[CH:11][CH:10]=4)[CH2:41][CH2:42]1, predict the reactants needed to synthesize it. The reactants are: Cl[C:2]1[N:7]=[CH:6][C:5]2[O:8][C:9]3[C:14]([C@@:15]4([CH2:19][O:18][C:17]([NH2:20])=[N:16]4)[C:4]=2[CH:3]=1)=[CH:13][C:12]([C:21]1[C:22]([F:28])=[N:23][CH:24]=[C:25]([CH3:27])[CH:26]=1)=[CH:11][CH:10]=3.P([O-])([O-])([O-])=O.[K+].[K+].[K+].[O:37]1[CH2:42][CH:41]=[C:40](B2OC(C)(C)C(C)(C)O2)[CH2:39][CH2:38]1.